Dataset: Catalyst prediction with 721,799 reactions and 888 catalyst types from USPTO. Task: Predict which catalyst facilitates the given reaction. Reactant: [CH3:1][CH:2]([OH:9])[CH2:3][CH2:4][CH2:5][CH2:6][CH2:7][CH3:8].[C:10]([OH:14])(=[O:13])[CH:11]=[CH2:12].COC1C=CC(O)=CC=1. Product: [CH3:1][CH:2]([OH:9])[CH2:3][CH2:4][CH2:5][CH2:6][CH2:7][CH3:8].[C:10]([O:14][CH2:1][CH2:2][CH2:3][CH2:4][CH2:5][CH2:6][CH2:7][CH3:8])(=[O:13])[CH:11]=[CH2:12]. The catalyst class is: 6.